From a dataset of Catalyst prediction with 721,799 reactions and 888 catalyst types from USPTO. Predict which catalyst facilitates the given reaction. Reactant: [CH3:1][Mg]Br.CON(C)[C:7]([C:9]1[C:13]([CH3:14])=[C:12]([C:15]2[CH:20]=[CH:19][C:18]([Cl:21])=[CH:17][CH:16]=2)[N:11]([C:22]2[CH:27]=[CH:26][CH:25]=[CH:24][C:23]=2[Cl:28])[N:10]=1)=[O:8]. Product: [Cl:21][C:18]1[CH:19]=[CH:20][C:15]([C:12]2[N:11]([C:22]3[CH:27]=[CH:26][CH:25]=[CH:24][C:23]=3[Cl:28])[N:10]=[C:9]([C:7](=[O:8])[CH3:1])[C:13]=2[CH3:14])=[CH:16][CH:17]=1. The catalyst class is: 1.